Dataset: Choline transporter screen with 302,306 compounds. Task: Binary Classification. Given a drug SMILES string, predict its activity (active/inactive) in a high-throughput screening assay against a specified biological target. (1) The drug is O(C(=O)c1[nH]c(c(c1CC)C)C)Cc1ccccc1. The result is 0 (inactive). (2) The molecule is O=C(NC(C)C(OC)=O)C12CC3(CC(C1)CC(C3)C2)c1ccc(cc1)C. The result is 0 (inactive). (3) The molecule is Clc1c(OC)cc(NC(=O)CN2CCC(N3CCCCC3)(CC2)C(=O)N)c(OC)c1. The result is 0 (inactive). (4) The compound is S(=O)(=O)(N1CCCC1)c1ccc(cc1)c1n(c(SC)nn1)C. The result is 0 (inactive). (5) The result is 0 (inactive). The compound is Clc1c(C(=O)Nc2ncc(cc2)C)ccc([N+]([O-])=O)c1.